The task is: Predict the product of the given reaction.. This data is from Forward reaction prediction with 1.9M reactions from USPTO patents (1976-2016). (1) Given the reactants [CH2:1](Br)[C:2]#[CH:3].[Br:5]/[C:6](=[C:9](/[Br:12])\[CH2:10][OH:11])/[CH2:7][OH:8].[OH-].[K+], predict the reaction product. The product is: [Br:5]/[C:6](=[C:9](/[Br:12])\[CH2:10][O:11][CH2:3][C:2]#[CH:1])/[CH2:7][OH:8]. (2) Given the reactants Br[C:2]1[CH:11]=[CH:10][C:5]([C:6]([O:8][CH3:9])=[O:7])=[C:4]([F:12])[CH:3]=1.[CH:13]1(B(O)O)[CH2:15][CH2:14]1, predict the reaction product. The product is: [CH:13]1([C:2]2[CH:11]=[CH:10][C:5]([C:6]([O:8][CH3:9])=[O:7])=[C:4]([F:12])[CH:3]=2)[CH2:15][CH2:14]1. (3) Given the reactants C(OC([N:8]1[CH2:13][CH2:12][CH2:11][C@H:10]([NH:14][C:15]2[CH:20]=[CH:19][CH:18]=[CH:17][CH:16]=2)[CH2:9]1)=O)(C)(C)C.Cl, predict the reaction product. The product is: [C:15]1([NH:14][C@H:10]2[CH2:11][CH2:12][CH2:13][NH:8][CH2:9]2)[CH:20]=[CH:19][CH:18]=[CH:17][CH:16]=1.